This data is from Catalyst prediction with 721,799 reactions and 888 catalyst types from USPTO. The task is: Predict which catalyst facilitates the given reaction. (1) Reactant: [C:1]([S:3][NH-])#[N:2].[C:5]([CH2:13][C:14](=O)[C:15]1[CH:20]=[CH:19][CH:18]=[CH:17][CH:16]=1)(=O)[C:6]1[CH:11]=[CH:10][CH:9]=[CH:8][CH:7]=1.[CH2:22]([N:24](CC)CC)[CH3:23]. Product: [C:6]1([C:5]2[CH:13]=[C:14]([C:15]3[CH:20]=[CH:19][CH:18]=[CH:17][CH:16]=3)[NH:2][C:1](=[S:3])[C:23]=2[C:22]#[N:24])[CH:11]=[CH:10][CH:9]=[CH:8][CH:7]=1. The catalyst class is: 8. (2) Reactant: [Cl:1][C:2]1[CH:3]=[C:4]([NH:19][C:20]2[C:30]3[CH:29]=[C:28]([C:31]([OH:33])=O)[CH2:27][CH2:26][NH:25][C:24]=3[N:23]=[CH:22][N:21]=2)[CH:5]=[CH:6][C:7]=1[O:8][C:9]1[CH:14]=[CH:13][CH:12]=[C:11]([C:15]([F:18])([F:17])[F:16])[CH:10]=1.[OH:34]N1C2C=CC=CC=2N=N1.Cl.C(N=C=NCCCN(C)C)C.Cl.[CH3:57][NH:58][O:59][CH3:60]. Product: [F:16][C:15]([F:18])([F:17])[C:60]([OH:59])=[O:34].[Cl:1][C:2]1[CH:3]=[C:4]([NH:19][C:20]2[C:30]3[CH:29]=[C:28]([C:31]([N:58]([O:59][CH3:60])[CH3:57])=[O:33])[CH2:27][CH2:26][NH:25][C:24]=3[N:23]=[CH:22][N:21]=2)[CH:5]=[CH:6][C:7]=1[O:8][C:9]1[CH:14]=[CH:13][CH:12]=[C:11]([C:15]([F:16])([F:17])[F:18])[CH:10]=1. The catalyst class is: 289. (3) Reactant: [N+:1]([C:4]1[CH:5]=[N:6][CH:7]=[CH:8][C:9]=1[NH:10][CH2:11][C@@H:12]1[CH2:16][CH2:15][N:14](C(OC(C)(C)C)=O)[CH2:13]1)([O-:3])=[O:2].Cl. Product: [N+:1]([C:4]1[CH:5]=[N:6][CH:7]=[CH:8][C:9]=1[NH:10][CH2:11][C@@H:12]1[CH2:16][CH2:15][NH:14][CH2:13]1)([O-:3])=[O:2]. The catalyst class is: 71. (4) Reactant: [C:1]([O:5][C:6]([N:8]1[CH2:17][CH2:16][C:15]2[C:10](=[CH:11][CH:12]=[C:13]([C:18](=[O:23])N(OC)C)[CH:14]=2)[CH2:9]1)=[O:7])([CH3:4])([CH3:3])[CH3:2].[CH3:24][Mg]Br.[Cl-].[NH4+]. Product: [C:1]([O:5][C:6]([N:8]1[CH2:17][CH2:16][C:15]2[C:10](=[CH:11][CH:12]=[C:13]([C:18](=[O:23])[CH3:24])[CH:14]=2)[CH2:9]1)=[O:7])([CH3:4])([CH3:2])[CH3:3]. The catalyst class is: 1. (5) Reactant: [CH2:1]([NH:3][C:4]1[CH:9]=[CH:8][N:7]=[CH:6][C:5]=1[N+:10]([O-])=O)[CH3:2]. Product: [CH2:1]([NH:3][C:4]1[CH:9]=[CH:8][N:7]=[CH:6][C:5]=1[NH2:10])[CH3:2]. The catalyst class is: 29. (6) Reactant: [S:1]1[CH:5]=[CH:4][C:3]([C:6]([OH:8])=O)=[C:2]1[C:9]([OH:11])=[O:10]. Product: [S:1]1[CH:5]=[CH:4][C:3]2[C:6]([O:11][C:9](=[O:10])[C:2]1=2)=[O:8]. The catalyst class is: 152. (7) Reactant: [F:1][C:2]1[CH:14]=[CH:13][C:5]([CH2:6][CH:7]2[CH2:12][CH2:11][NH:10][CH2:9][CH2:8]2)=[CH:4][CH:3]=1.[OH:15][C:16]1[CH:24]=[C:23]2[C:19]([CH:20]=[C:21]([C:25](O)=[O:26])[NH:22]2)=[CH:18][CH:17]=1. Product: [F:1][C:2]1[CH:3]=[CH:4][C:5]([CH2:6][CH:7]2[CH2:8][CH2:9][N:10]([C:25]([C:21]3[NH:22][C:23]4[C:19]([CH:20]=3)=[CH:18][CH:17]=[C:16]([OH:15])[CH:24]=4)=[O:26])[CH2:11][CH2:12]2)=[CH:13][CH:14]=1. The catalyst class is: 10.